Dataset: Full USPTO retrosynthesis dataset with 1.9M reactions from patents (1976-2016). Task: Predict the reactants needed to synthesize the given product. (1) Given the product [NH2:22][O:21][CH2:20][CH2:19][CH2:18][CH2:17][N:16]1[C:12]2[C:11]3[CH2:10][CH2:9][CH2:8][CH2:7][C:6]=3[N:5]=[C:4]([NH2:3])[C:13]=2[N:14]=[CH:15]1, predict the reactants needed to synthesize it. The reactants are: NN.[NH2:3][C:4]1[C:13]2[N:14]=[CH:15][N:16]([CH2:17][CH2:18][CH2:19][CH2:20][O:21][N:22]3C(=O)C4C(=CC=CC=4)C3=O)[C:12]=2[C:11]2[CH2:10][CH2:9][CH2:8][CH2:7][C:6]=2[N:5]=1. (2) Given the product [F:1][C:2]1[CH:7]=[CH:6][CH:5]=[CH:4][C:3]=1[C:8]1[N:12]([S:13]([C:16]2[CH:21]=[CH:20][CH:19]=[C:18]([OH:22])[CH:17]=2)(=[O:14])=[O:15])[CH:11]=[C:10]([CH2:29][N:30]([CH3:38])[C:31](=[O:37])[O:32][C:33]([CH3:34])([CH3:35])[CH3:36])[CH:9]=1, predict the reactants needed to synthesize it. The reactants are: [F:1][C:2]1[CH:7]=[CH:6][CH:5]=[CH:4][C:3]=1[C:8]1[N:12]([S:13]([C:16]2[CH:21]=[CH:20][CH:19]=[C:18]([O:22]C3CCCCO3)[CH:17]=2)(=[O:15])=[O:14])[CH:11]=[C:10]([CH2:29][N:30]([CH3:38])[C:31](=[O:37])[O:32][C:33]([CH3:36])([CH3:35])[CH3:34])[CH:9]=1.C1(C)C=CC(S(O)(=O)=O)=CC=1. (3) Given the product [CH3:1][CH:2]1[CH2:7][CH:6]([OH:8])[CH:5]=[C:4]([C:9]2[CH:14]=[CH:13][N:12]=[CH:11][C:10]=2[N+:15]([O-:17])=[O:16])[CH2:3]1, predict the reactants needed to synthesize it. The reactants are: [CH3:1][CH:2]1[CH2:7][C:6](=[O:8])[CH:5]=[C:4]([C:9]2[CH:14]=[CH:13][N:12]=[CH:11][C:10]=2[N+:15]([O-:17])=[O:16])[CH2:3]1.[BH4-].[Na+]. (4) Given the product [Cl:1][C:2]1[CH:3]=[N:4][C:5]2[C:10]([CH:11]=1)=[CH:9][C:8]([OH:15])=[CH:7][C:6]=2[CH3:13], predict the reactants needed to synthesize it. The reactants are: [Cl:1][C:2]1[CH:3]=[N:4][C:5]2[C:10]([CH:11]=1)=[CH:9][C:8](N)=[CH:7][C:6]=2[CH3:13].P(=O)(O)(O)[OH:15]. (5) Given the product [OH:14][CH2:13][C:12]1[CH:16]=[CH:17][C:9]([NH:8][C:6](=[O:7])[O:5][C:1]([CH3:2])([CH3:4])[CH3:3])=[C:10]([I:18])[CH:11]=1, predict the reactants needed to synthesize it. The reactants are: [C:1]([O:5][C:6]([NH:8][C:9]1[CH:17]=[CH:16][C:12]([C:13](O)=[O:14])=[CH:11][C:10]=1[I:18])=[O:7])([CH3:4])([CH3:3])[CH3:2].B. (6) Given the product [S:1]1[CH:5]=[CH:4][CH:3]=[C:2]1[CH2:6][NH:7][C:8]([C:10]1[N:11]=[C:12]2[C:17]([C:18]([F:21])([F:20])[F:19])=[CH:16][C:15]([C:27]3[CH:28]=[CH:29][O:25][CH:26]=3)=[CH:14][N:13]2[C:23]=1[Cl:24])=[O:9], predict the reactants needed to synthesize it. The reactants are: [S:1]1[CH:5]=[CH:4][CH:3]=[C:2]1[CH2:6][NH:7][C:8]([C:10]1[N:11]=[C:12]2[C:17]([C:18]([F:21])([F:20])[F:19])=[CH:16][C:15](Br)=[CH:14][N:13]2[C:23]=1[Cl:24])=[O:9].[O:25]1[CH:29]=[CH:28][C:27](B(O)O)=[CH:26]1. (7) The reactants are: [CH2:1]([O:17][C:18](=[O:28])[CH2:19][NH:20]C(OC(C)(C)C)=O)[CH2:2][CH2:3][CH2:4][CH2:5][CH2:6][CH2:7][CH2:8][CH2:9][CH2:10][CH2:11][CH2:12][CH2:13][CH2:14][CH2:15][CH3:16].[ClH:29].O1CCOCC1.C(OCC)C. Given the product [ClH:29].[CH2:1]([O:17][C:18](=[O:28])[CH2:19][NH2:20])[CH2:2][CH2:3][CH2:4][CH2:5][CH2:6][CH2:7][CH2:8][CH2:9][CH2:10][CH2:11][CH2:12][CH2:13][CH2:14][CH2:15][CH3:16], predict the reactants needed to synthesize it.